From a dataset of Catalyst prediction with 721,799 reactions and 888 catalyst types from USPTO. Predict which catalyst facilitates the given reaction. (1) Reactant: CN(C=O)C.[NH2:6][C:7]1[C:12]2=[CH:13][C:14]([CH2:16][OH:17])=[CH:15][N:11]2[N:10]=[CH:9][N:8]=1.[Cl-].[CH2:19]=[N+:20]1[CH2:25][CH2:24][O:23][CH2:22][CH2:21]1. Product: [NH2:6][C:7]1[C:12]2=[CH:13][C:14]([CH2:16][OH:17])=[C:15]([CH2:19][N:20]3[CH2:25][CH2:24][O:23][CH2:22][CH2:21]3)[N:11]2[N:10]=[CH:9][N:8]=1. The catalyst class is: 5. (2) Reactant: Br[C:2]1[CH:3]=[C:4]([C:23]([F:26])([F:25])[F:24])[CH:5]=[C:6]2[C:11]=1[N:10]=[C:9]([NH:12][C:13]1[CH:18]=[CH:17][C:16]([S:19]([NH2:22])(=[O:21])=[O:20])=[CH:15][CH:14]=1)[N:8]=[CH:7]2.[F:27][C:28]1[CH:33]=[CH:32][C:31](B(O)O)=[CH:30][N:29]=1.C(=O)([O-])[O-].[K+].[K+]. Product: [F:27][C:28]1[N:29]=[CH:30][C:31]([C:2]2[CH:3]=[C:4]([C:23]([F:26])([F:24])[F:25])[CH:5]=[C:6]3[C:11]=2[N:10]=[C:9]([NH:12][C:13]2[CH:14]=[CH:15][C:16]([S:19]([NH2:22])(=[O:21])=[O:20])=[CH:17][CH:18]=2)[N:8]=[CH:7]3)=[CH:32][CH:33]=1. The catalyst class is: 843. (3) Reactant: [CH3:1][O:2][C:3](=[O:18])[CH2:4][C@H:5]1[CH2:10][CH2:9][C@H:8]([C:11]2[CH:16]=[CH:15][C:14]([NH2:17])=[CH:13][CH:12]=2)[CH2:7][CH2:6]1.CCN=C=NCCCN(C)C.[C:30]1([C:36]2[O:37][C:38]([C:49]([F:52])([F:51])[F:50])=[C:39]([C:41]([NH:43][CH2:44][CH2:45][C:46](O)=[O:47])=[O:42])[N:40]=2)[CH:35]=[CH:34][CH:33]=[CH:32][CH:31]=1.C1C=CC2N(O)N=NC=2C=1.C(N(C(C)C)C(C)C)C. Product: [CH3:1][O:2][C:3](=[O:18])[CH2:4][C@H:5]1[CH2:6][CH2:7][C@H:8]([C:11]2[CH:12]=[CH:13][C:14]([NH:17][C:46](=[O:47])[CH2:45][CH2:44][NH:43][C:41]([C:39]3[N:40]=[C:36]([C:30]4[CH:35]=[CH:34][CH:33]=[CH:32][CH:31]=4)[O:37][C:38]=3[C:49]([F:51])([F:52])[F:50])=[O:42])=[CH:15][CH:16]=2)[CH2:9][CH2:10]1. The catalyst class is: 793. (4) Reactant: Cl.[Cl:2][C:3]1[N:4]=[C:5]([C:11]2[CH:12]=[N:13][CH:14]=[CH:15][CH:16]=2)[S:6][C:7]=1[C:8](Cl)=[O:9].[CH3:17][S:18][CH2:19][CH2:20][NH2:21].C(N(CC)CC)C. Product: [CH3:17][S:18][CH2:19][CH2:20][NH:21][C:8]([C:7]1[S:6][C:5]([C:11]2[CH:12]=[N:13][CH:14]=[CH:15][CH:16]=2)=[N:4][C:3]=1[Cl:2])=[O:9]. The catalyst class is: 230. (5) Reactant: [Cl:1][C:2]1[C:3]([O:12][C:13]2[CH:18]=[C:17]([OH:19])[CH:16]=[CH:15][C:14]=2/[CH:20]=[CH:21]/[C:22]([O:24][CH2:25][CH3:26])=[O:23])=[N:4][CH:5]=[C:6]([C:8]([F:11])([F:10])[F:9])[CH:7]=1.C(=O)([O-])[O-].[K+].[K+].[I-].[Na+].[CH3:35][C:36]1([O:39][CH2:38]1)[CH3:37].Cl. Product: [CH2:25]([O:24][C:22](=[O:23])/[CH:21]=[CH:20]/[C:14]1[CH:15]=[CH:16][C:17]([O:19][CH2:35][C:36]([OH:39])([CH3:38])[CH3:37])=[CH:18][C:13]=1[O:12][C:3]1[C:2]([Cl:1])=[CH:7][C:6]([C:8]([F:9])([F:11])[F:10])=[CH:5][N:4]=1)[CH3:26]. The catalyst class is: 9. (6) Reactant: [F:1][C:2]1[CH:19]=[C:18]([S:20]([CH3:23])(=[O:22])=[O:21])[CH:17]=[CH:16][C:3]=1[O:4][CH2:5][CH2:6][C@@H:7]1[CH2:9][C@@H:8]1[CH:10]1[CH2:15][CH2:14][NH:13][CH2:12][CH2:11]1.C(=O)([O-])[O-].[K+].[K+].[N:30]#[C:31]Br. Product: [F:1][C:2]1[CH:19]=[C:18]([S:20]([CH3:23])(=[O:21])=[O:22])[CH:17]=[CH:16][C:3]=1[O:4][CH2:5][CH2:6][C@@H:7]1[CH2:9][C@@H:8]1[CH:10]1[CH2:11][CH2:12][N:13]([C:31]#[N:30])[CH2:14][CH2:15]1. The catalyst class is: 22. (7) Reactant: [CH3:1][O:2][C:3](=[O:19])[CH2:4][C:5]1[CH:10]=[CH:9][CH:8]=[C:7]([NH:11][C:12]2[N:17]=[C:16](Cl)[N:15]=[CH:14][N:13]=2)[CH:6]=1.[Cl:20][C:21]1[NH:22][C:23]2[CH:29]=[CH:28][CH:27]=[CH:26][C:24]=2[N:25]=1.C([O-])([O-])=O.[K+].[K+]. Product: [CH3:1][O:2][C:3](=[O:19])[CH2:4][C:5]1[CH:10]=[CH:9][CH:8]=[C:7]([NH:11][C:12]2[N:17]=[C:16]([N:22]3[C:23]4[CH:29]=[CH:28][CH:27]=[CH:26][C:24]=4[N:25]=[C:21]3[Cl:20])[N:15]=[CH:14][N:13]=2)[CH:6]=1. The catalyst class is: 751.